From a dataset of Full USPTO retrosynthesis dataset with 1.9M reactions from patents (1976-2016). Predict the reactants needed to synthesize the given product. The reactants are: [F:1][C:2]1[C:7]([S:8]([CH3:11])(=[O:10])=[O:9])=[CH:6][CH:5]=[CH:4][C:3]=1[CH:12]1[CH2:17][CH2:16][NH:15][CH2:14][CH2:13]1.C(=O)([O-])[O-].[K+].[K+].[C:24](#N)[CH3:25]. Given the product [CH2:24]([N:15]1[CH2:16][CH2:17][CH:12]([C:3]2[CH:4]=[CH:5][CH:6]=[C:7]([S:8]([CH3:11])(=[O:10])=[O:9])[C:2]=2[F:1])[CH2:13][CH2:14]1)[CH3:25], predict the reactants needed to synthesize it.